Dataset: Peptide-MHC class II binding affinity with 134,281 pairs from IEDB. Task: Regression. Given a peptide amino acid sequence and an MHC pseudo amino acid sequence, predict their binding affinity value. This is MHC class II binding data. (1) The peptide sequence is FIFGEARSLYLNTEL. The MHC is HLA-DQA10501-DQB10201 with pseudo-sequence HLA-DQA10501-DQB10201. The binding affinity (normalized) is 0.481. (2) The peptide sequence is CGYKDVDKPPFDGMT. The binding affinity (normalized) is 0.258. The MHC is DRB1_0701 with pseudo-sequence DRB1_0701. (3) The peptide sequence is DVKFPGGGQIVGGDY. The MHC is HLA-DQA10501-DQB10301 with pseudo-sequence HLA-DQA10501-DQB10301. The binding affinity (normalized) is 0.618. (4) The peptide sequence is AAASVPAADKFKTFE. The binding affinity (normalized) is 0.136. The MHC is DRB4_0101 with pseudo-sequence DRB4_0103. (5) The peptide sequence is GVWTFDSEEPLQGPF. The MHC is DRB1_1001 with pseudo-sequence DRB1_1001. The binding affinity (normalized) is 0.532. (6) The peptide sequence is YDTYKCIPSLEAAVK. The MHC is HLA-DPA10103-DPB10201 with pseudo-sequence HLA-DPA10103-DPB10201. The binding affinity (normalized) is 0.296. (7) The peptide sequence is SCRDQSEAQLALTII. The MHC is DRB1_1301 with pseudo-sequence DRB1_1301. The binding affinity (normalized) is 0.238.